From a dataset of Forward reaction prediction with 1.9M reactions from USPTO patents (1976-2016). Predict the product of the given reaction. (1) Given the reactants [CH3:1][CH2:2][CH2:3][CH:4]1[O:24][C@:23]2([C:25]([CH2:27][OH:28])=[O:26])[C@@H:6]([CH2:7][C@@H:8]3[C@:22]2([CH3:29])[CH2:21][C@H:20]([OH:30])[C@H:19]2[C@H:9]3[CH2:10][CH2:11][C:12]3[C@:18]2([CH3:31])[CH:17]=[CH:16][C:14](=[O:15])[CH:13]=3)[O:5]1, predict the reaction product. The product is: [CH2:4]([OH:5])[CH3:3].[CH3:1][CH2:2][CH2:3][CH:4]1[O:24][C@:23]2([C:25]([CH2:27][OH:28])=[O:26])[C@@H:6]([CH2:7][C@@H:8]3[C@:22]2([CH3:29])[CH2:21][C@H:20]([OH:30])[C@H:19]2[C@H:9]3[CH2:10][CH2:11][C:12]3[C@:18]2([CH3:31])[CH:17]=[CH:16][C:14](=[O:15])[CH:13]=3)[O:5]1. (2) Given the reactants [NH2:1][C:2]1[C:10]2[C:5](=[CH:6][CH:7]=[C:8]([NH2:11])[CH:9]=2)[N:4]([C:12]2[CH:17]=[CH:16][C:15]([O:18][C:19]3[CH:24]=[CH:23][CH:22]=[CH:21][CH:20]=3)=[CH:14][CH:13]=2)[C:3]=1[C:25]([NH2:27])=[O:26].CCN(C(C)C)C(C)C.[C:37](Cl)(=[O:40])[CH:38]=[CH2:39], predict the reaction product. The product is: [C:37]([NH:11][C:8]1[CH:9]=[C:10]2[C:5](=[CH:6][CH:7]=1)[N:4]([C:12]1[CH:13]=[CH:14][C:15]([O:18][C:19]3[CH:24]=[CH:23][CH:22]=[CH:21][CH:20]=3)=[CH:16][CH:17]=1)[C:3]([C:25]([NH2:27])=[O:26])=[C:2]2[NH2:1])(=[O:40])[CH:38]=[CH2:39]. (3) Given the reactants Br[C:2]1[CH:7]=[CH:6][C:5]([CH:8]([C:20]2[CH:25]=[CH:24][C:23]([Cl:26])=[CH:22][C:21]=2[CH3:27])[CH2:9]/[C:10](/[C:13]2[CH:18]=[CH:17][N:16]=[C:15]([CH3:19])[CH:14]=2)=[N:11]\[OH:12])=[CH:4][CH:3]=1.[C:28]([C:31]1[CH:36]=[CH:35][C:34](B(O)O)=[CH:33][CH:32]=1)([OH:30])=[O:29], predict the reaction product. The product is: [Cl:26][C:23]1[CH:24]=[CH:25][C:20]([CH:8]([C:5]2[CH:6]=[CH:7][C:2]([C:34]3[CH:35]=[CH:36][C:31]([C:28]([OH:30])=[O:29])=[CH:32][CH:33]=3)=[CH:3][CH:4]=2)[CH2:9]/[C:10](=[N:11]\[OH:12])/[C:13]2[CH:18]=[CH:17][N:16]=[C:15]([CH3:19])[CH:14]=2)=[C:21]([CH3:27])[CH:22]=1. (4) Given the reactants C([O:8][C:9]1[CH:14]=[C:13](I)[CH:12]=[CH:11][C:10]=1[N:16]1[S:20](=[O:22])(=[O:21])[NH:19][C:18](=[O:23])[CH2:17]1)C1C=CC=CC=1.[S:24]1[CH:28]=[CH:27][C:26](B(O)O)=[CH:25]1, predict the reaction product. The product is: [OH:8][C:9]1[CH:14]=[C:13]([C:26]2[CH:27]=[CH:28][S:24][CH:25]=2)[CH:12]=[CH:11][C:10]=1[N:16]1[S:20](=[O:21])(=[O:22])[NH:19][C:18](=[O:23])[CH2:17]1.